Dataset: Catalyst prediction with 721,799 reactions and 888 catalyst types from USPTO. Task: Predict which catalyst facilitates the given reaction. (1) Reactant: C(O[CH:4](O)[C:5]([C:7]1[CH:8]=[C:9]([NH:13][S:14]([C:17]2[CH:22]=[CH:21][CH:20]=[CH:19][CH:18]=2)(=[O:16])=[O:15])[CH:10]=[CH:11][CH:12]=1)=[O:6])C.[NH2:24][C:25]([CH3:43])([CH3:42])[CH2:26][CH2:27][N:28]1[C:32]2[CH:33]=[CH:34][C:35]([C:37]([O:39][CH3:40])=[O:38])=[CH:36][C:31]=2[NH:30][C:29]1=[O:41].C(N(CC)CC)C.[BH4-].[Na+]. Product: [C:17]1([S:14]([NH:13][C:9]2[CH:8]=[C:7]([CH:5]([OH:6])[CH2:4][NH:24][C:25]([CH3:43])([CH3:42])[CH2:26][CH2:27][N:28]3[C:32]4[CH:33]=[CH:34][C:35]([C:37]([O:39][CH3:40])=[O:38])=[CH:36][C:31]=4[NH:30][C:29]3=[O:41])[CH:12]=[CH:11][CH:10]=2)(=[O:15])=[O:16])[CH:18]=[CH:19][CH:20]=[CH:21][CH:22]=1. The catalyst class is: 8. (2) Reactant: [C:1]([O:5][C:6](=[O:28])[N:7]([CH2:16][CH2:17][C:18]1[CH:23]=[CH:22][C:21]([N+:24]([O-])=O)=[CH:20][C:19]=1[Cl:27])[CH2:8][C:9]1[CH:14]=[CH:13][C:12]([F:15])=[CH:11][CH:10]=1)([CH3:4])([CH3:3])[CH3:2].[NH4+].[Cl-]. Product: [C:1]([O:5][C:6](=[O:28])[N:7]([CH2:16][CH2:17][C:18]1[CH:23]=[CH:22][C:21]([NH2:24])=[CH:20][C:19]=1[Cl:27])[CH2:8][C:9]1[CH:10]=[CH:11][C:12]([F:15])=[CH:13][CH:14]=1)([CH3:4])([CH3:2])[CH3:3]. The catalyst class is: 284. (3) Reactant: [CH3:1][C:2]1[N:10]([C:11]([C:13]2[CH:14]=[CH:15][C:16]([Cl:19])=[CH:17][CH:18]=2)=[O:12])[C:9]2[CH:8]=[CH:7][C:6]([O:20][CH3:21])=[CH:5][C:4]=2[C:3]=1[CH2:22][C:23]([OH:25])=[O:24].[CH:35]1(N=C=N[CH:35]2[CH2:40][CH2:39][CH2:38][CH2:37][CH2:36]2)[CH2:40][CH2:39][CH2:38][CH2:37][CH2:36]1.ON1C2C=CC=CC=2N=N1.[C:51]1([OH:57])C=CC=C[CH:52]=1. Product: [OH:57][CH2:51][CH2:52][C:35]1[CH:36]=[CH:37][C:38]([O:24][C:23](=[O:25])[CH2:22][C:3]2[C:4]3[C:9](=[CH:8][CH:7]=[C:6]([O:20][CH3:21])[CH:5]=3)[N:10]([C:11](=[O:12])[C:13]3[CH:14]=[CH:15][C:16]([Cl:19])=[CH:17][CH:18]=3)[C:2]=2[CH3:1])=[CH:39][CH:40]=1. The catalyst class is: 166. (4) Reactant: [F:1][C:2]1[CH:33]=[CH:32][CH:31]=[C:30]([F:34])[C:3]=1[C:4]([NH:6][C:7]1[C:8]([C:18]2[NH:19][C:20]([CH2:26][CH:27]([CH3:29])[CH3:28])=[C:21]([CH2:23][CH2:24]O)[N:22]=2)=[N:9][N:10]([CH:12]2[CH2:17][CH2:16][CH2:15][CH2:14][O:13]2)[CH:11]=1)=[O:5].[C:35]([NH:42][S:43]([CH3:46])(=[O:45])=[O:44])([O:37][C:38]([CH3:41])([CH3:40])[CH3:39])=[O:36].C1(P(C2C=CC=CC=2)C2C=CC=CC=2)C=CC=CC=1.CCOC(/N=N/C(OCC)=O)=O. Product: [C:38]([O:37][C:35]([N:42]([S:43]([CH3:46])(=[O:44])=[O:45])[CH2:24][CH2:23][C:21]1[N:22]=[C:18]([C:8]2[C:7]([NH:6][C:4](=[O:5])[C:3]3[C:2]([F:1])=[CH:33][CH:32]=[CH:31][C:30]=3[F:34])=[CH:11][N:10]([CH:12]3[CH2:17][CH2:16][CH2:15][CH2:14][O:13]3)[N:9]=2)[NH:19][C:20]=1[CH2:26][CH:27]([CH3:28])[CH3:29])=[O:36])([CH3:41])([CH3:40])[CH3:39]. The catalyst class is: 1. (5) Reactant: [CH2:1]([N:8]1[C:12]2[CH:13]=[C:14]([OH:17])[CH:15]=[CH:16][C:11]=2[N:10]=[C:9]1[NH:18][C:19]1[CH:24]=[CH:23][C:22]([O:25][CH3:26])=[C:21]([O:27][CH3:28])[CH:20]=1)[C:2]1[CH:7]=[CH:6][CH:5]=[CH:4][CH:3]=1.[F:29][C:30]1[CH:35]=[CH:34][C:33]([S:36](Cl)(=[O:38])=[O:37])=[CH:32][CH:31]=1.C(N(CC)CC)C. Product: [CH2:1]([N:8]1[C:12]2[CH:13]=[C:14]([O:17][S:36]([C:33]3[CH:34]=[CH:35][C:30]([F:29])=[CH:31][CH:32]=3)(=[O:38])=[O:37])[CH:15]=[CH:16][C:11]=2[N:10]=[C:9]1[NH:18][C:19]1[CH:24]=[CH:23][C:22]([O:25][CH3:26])=[C:21]([O:27][CH3:28])[CH:20]=1)[C:2]1[CH:7]=[CH:6][CH:5]=[CH:4][CH:3]=1. The catalyst class is: 21. (6) Reactant: Cl[C:2]1[N:7]=[C:6]([Cl:8])[N:5]=[CH:4][N:3]=1.C([O-])([O-])=O.[K+].[K+].[N:15]1[CH:20]=[CH:19][CH:18]=[CH:17][C:16]=1[CH2:21][N:22]1[C:30]2[C:25](=[CH:26][C:27]([NH2:31])=[CH:28][CH:29]=2)[CH:24]=[N:23]1. Product: [Cl:8][C:6]1[N:5]=[CH:4][N:3]=[C:2]([NH:31][C:27]2[CH:26]=[C:25]3[C:30](=[CH:29][CH:28]=2)[N:22]([CH2:21][C:16]2[CH:17]=[CH:18][CH:19]=[CH:20][N:15]=2)[N:23]=[CH:24]3)[N:7]=1. The catalyst class is: 751. (7) Reactant: [OH:1][C:2]1[CH:6]=[C:5]([N:7]2[C:11]3[CH:12]=[CH:13][C:14]([C:16]4[CH:17]=[N:18][N:19]([CH3:21])[CH:20]=4)=[CH:15][C:10]=3[N:9]=[CH:8]2)[S:4][C:3]=1[C:22]([O:24][CH3:25])=[O:23].O[CH:27]([C:29]1[CH:30]=[C:31]([O:35][CH:36]2[CH2:41][CH2:40][N:39]([C:42]([O:44][C:45]([CH3:48])([CH3:47])[CH3:46])=[O:43])[CH2:38][CH2:37]2)[CH:32]=[CH:33][CH:34]=1)[CH3:28].C1(P(C2C=CC=CC=2)C2C=CC=CC=2)C=CC=CC=1. Product: [CH3:25][O:24][C:22]([C:3]1[S:4][C:5]([N:7]2[C:11]3[CH:12]=[CH:13][C:14]([C:16]4[CH:17]=[N:18][N:19]([CH3:21])[CH:20]=4)=[CH:15][C:10]=3[N:9]=[CH:8]2)=[CH:6][C:2]=1[O:1][CH:27]([C:29]1[CH:30]=[C:31]([O:35][CH:36]2[CH2:41][CH2:40][N:39]([C:42]([O:44][C:45]([CH3:46])([CH3:48])[CH3:47])=[O:43])[CH2:38][CH2:37]2)[CH:32]=[CH:33][CH:34]=1)[CH3:28])=[O:23]. The catalyst class is: 2. (8) Reactant: [Cl:1][C:2]1[CH:3]=[N:4][CH:5]=[CH:6][C:7]=1[CH2:8][S:9][C:10]1[N:15]=[C:14]([OH:16])[CH:13]=[C:12]([CH3:17])[N:11]=1.Cl.O1CCOCC1. Product: [ClH:1].[Cl:1][C:2]1[CH:3]=[N:4][CH:5]=[CH:6][C:7]=1[CH2:8][S:9][C:10]1[N:15]=[C:14]([OH:16])[CH:13]=[C:12]([CH3:17])[N:11]=1. The catalyst class is: 5. (9) Reactant: [CH2:1]([CH:3]([C:6]1[CH:11]=[C:10]([CH3:12])[N:9]=[N:8][C:7]=1[NH2:13])[CH2:4][CH3:5])[CH3:2].Cl[CH2:15][C:16](=O)[CH3:17].C(=O)(O)[O-].[Na+]. Product: [CH2:1]([CH:3]([C:6]1[C:7]2[N:8]([CH:15]=[C:16]([CH3:17])[N:13]=2)[N:9]=[C:10]([CH3:12])[CH:11]=1)[CH2:4][CH3:5])[CH3:2]. The catalyst class is: 162. (10) Reactant: [Br:1][C:2]1[S:3][CH:4]=[C:5]([C:7]([OH:9])=O)[N:6]=1.[NH2:10][CH2:11][CH:12]1[CH2:14][CH2:13]1.CCN=C=NCCCN(C)C.Cl. Product: [Br:1][C:2]1[S:3][CH:4]=[C:5]([C:7]([NH:10][CH2:11][CH:12]2[CH2:14][CH2:13]2)=[O:9])[N:6]=1. The catalyst class is: 2.